This data is from Cav3 T-type calcium channel HTS with 100,875 compounds. The task is: Binary Classification. Given a drug SMILES string, predict its activity (active/inactive) in a high-throughput screening assay against a specified biological target. The molecule is Clc1cc(n2c(nnc2SCC(=O)Nc2sc(nn2)CC)C2CCCCC2)ccc1. The result is 1 (active).